From a dataset of Catalyst prediction with 721,799 reactions and 888 catalyst types from USPTO. Predict which catalyst facilitates the given reaction. (1) Reactant: [Cl:1][C:2]1[C:6]2[N:7]=[C:8]([C:12]3[CH:17]=[CH:16][N:15]=[CH:14][CH:13]=3)[N:9]=[C:10](Cl)[C:5]=2[S:4][CH:3]=1.C(OC(=O)[NH:24][C@H:25]([CH2:33][NH2:34])[CH2:26][C:27]1[CH:32]=[CH:31][CH:30]=[CH:29][CH:28]=1)(C)(C)C.C(N(CC)CC)C. Product: [Cl:1][C:2]1[C:6]2[N:7]=[C:8]([C:12]3[CH:17]=[CH:16][N:15]=[CH:14][CH:13]=3)[N:9]=[C:10]([NH:34][CH2:33][C@@H:25]([NH2:24])[CH2:26][C:27]3[CH:28]=[CH:29][CH:30]=[CH:31][CH:32]=3)[C:5]=2[S:4][CH:3]=1. The catalyst class is: 44. (2) Reactant: [CH3:1][O:2][C:3]1[C:12]([CH2:13][CH2:14][N:15]2[CH2:20][CH2:19][CH:18]([N:21]3[C:29]4[C:24](=[CH:25][CH:26]=[C:27]([C:30]([NH:32][CH3:33])=[O:31])[CH:28]=4)[CH:23]=[CH:22]3)[CH2:17][CH2:16]2)=[C:11]2[C:6]([C:7](=[O:36])[CH2:8][C:9]([CH3:35])([CH3:34])[O:10]2)=[CH:5][CH:4]=1.[BH4-].[Na+].C(=O)(O)[O-].[Na+]. Product: [OH:36][CH:7]1[C:6]2[C:11](=[C:12]([CH2:13][CH2:14][N:15]3[CH2:20][CH2:19][CH:18]([N:21]4[C:29]5[C:24](=[CH:25][CH:26]=[C:27]([C:30]([NH:32][CH3:33])=[O:31])[CH:28]=5)[CH:23]=[CH:22]4)[CH2:17][CH2:16]3)[C:3]([O:2][CH3:1])=[CH:4][CH:5]=2)[O:10][C:9]([CH3:35])([CH3:34])[CH2:8]1. The catalyst class is: 5. (3) Reactant: [OH:1][C:2]1[CH:7]=[C:6]([OH:8])[CH:5]=[CH:4][C:3]=1[C:9](=[O:20])[C:10]([C:12]1[CH:17]=[CH:16][C:15]([OH:18])=[C:14]([OH:19])[CH:13]=1)=[CH2:11].[H][H]. Product: [OH:1][C:2]1[CH:7]=[C:6]([OH:8])[CH:5]=[CH:4][C:3]=1[C:9](=[O:20])[CH:10]([C:12]1[CH:17]=[CH:16][C:15]([OH:18])=[C:14]([OH:19])[CH:13]=1)[CH3:11]. The catalyst class is: 19. (4) Reactant: [F:1][C:2]1[CH:12]=[CH:11][C:5]([C:6]([C:9]#[N:10])=[N:7][OH:8])=[CH:4][CH:3]=1.C(N(CC)CC)C.ClCCl.[CH3:23][C:24]1[CH:29]=[CH:28][C:27]([S:30](Cl)(=[O:32])=[O:31])=[CH:26][CH:25]=1. Product: [F:1][C:2]1[CH:12]=[CH:11][C:5]([C:6]([C:9]#[N:10])=[N:7][O:8][S:30]([C:27]2[CH:28]=[CH:29][C:24]([CH3:23])=[CH:25][CH:26]=2)(=[O:32])=[O:31])=[CH:4][CH:3]=1. The catalyst class is: 6. (5) Reactant: F[C:2]1[CH:7]=[CH:6][C:5]([C:8]([F:11])([F:10])[F:9])=[CH:4][C:3]=1[N+:12]([O-:14])=[O:13].[NH2:15][CH2:16][C@@H:17]1[CH2:21][CH2:20][N:19]([C:22]([O:24][C:25]([CH3:28])([CH3:27])[CH3:26])=[O:23])[CH2:18]1.CCN(C(C)C)C(C)C. Product: [N+:12]([C:3]1[CH:4]=[C:5]([C:8]([F:11])([F:10])[F:9])[CH:6]=[CH:7][C:2]=1[NH:15][CH2:16][C@@H:17]1[CH2:21][CH2:20][N:19]([C:22]([O:24][C:25]([CH3:28])([CH3:27])[CH3:26])=[O:23])[CH2:18]1)([O-:14])=[O:13]. The catalyst class is: 58.